Task: Regression/Classification. Given a drug SMILES string, predict its absorption, distribution, metabolism, or excretion properties. Task type varies by dataset: regression for continuous measurements (e.g., permeability, clearance, half-life) or binary classification for categorical outcomes (e.g., BBB penetration, CYP inhibition). For this dataset (solubility_aqsoldb), we predict Y.. Dataset: Aqueous solubility values for 9,982 compounds from the AqSolDB database (1) The drug is Cc1cn(C2CC(N=[N+]=[N-])C(COC(=O)c3ccncc3)O2)c(=O)[nH]c1=O. The Y is -2.72 log mol/L. (2) The Y is -3.00 log mol/L. The drug is NC(CCCCNC(=O)OCC1c2ccccc2-c2ccccc21)C(=O)O. (3) The drug is OCCOc1ccc2ccccc2c1. The Y is -2.71 log mol/L. (4) The drug is OCCCCCCCl. The Y is -1.08 log mol/L. (5) The compound is CCC(CC)(S(=O)(=O)CC)S(=O)(=O)CC. The Y is -2.06 log mol/L.